The task is: Regression/Classification. Given a drug SMILES string, predict its absorption, distribution, metabolism, or excretion properties. Task type varies by dataset: regression for continuous measurements (e.g., permeability, clearance, half-life) or binary classification for categorical outcomes (e.g., BBB penetration, CYP inhibition). Dataset: rlm.. This data is from Rat liver microsome stability data. (1) The molecule is COC(=O)c1ccnc(NC(=S)N2CCN(c3cccc(C(F)(F)F)c3)CC2)c1. The result is 0 (unstable in rat liver microsomes). (2) The result is 0 (unstable in rat liver microsomes). The compound is O=C(NCc1ccc(Cl)cc1Cl)c1ccc(O)nc1. (3) The result is 0 (unstable in rat liver microsomes). The drug is Cc1ccc(S(=O)(=O)n2cc(-c3ccc(-c4ccccc4)cc3)c3ccccc32)cc1.